The task is: Regression. Given two drug SMILES strings and cell line genomic features, predict the synergy score measuring deviation from expected non-interaction effect.. This data is from NCI-60 drug combinations with 297,098 pairs across 59 cell lines. (1) Drug 1: CS(=O)(=O)C1=CC(=C(C=C1)C(=O)NC2=CC(=C(C=C2)Cl)C3=CC=CC=N3)Cl. Drug 2: CN1C2=C(C=C(C=C2)N(CCCl)CCCl)N=C1CCCC(=O)O.Cl. Cell line: OVCAR-4. Synergy scores: CSS=1.91, Synergy_ZIP=-0.209, Synergy_Bliss=1.04, Synergy_Loewe=-4.20, Synergy_HSA=-2.00. (2) Drug 1: CC1=C(C=C(C=C1)NC2=NC=CC(=N2)N(C)C3=CC4=NN(C(=C4C=C3)C)C)S(=O)(=O)N.Cl. Drug 2: CC1CCC2CC(C(=CC=CC=CC(CC(C(=O)C(C(C(=CC(C(=O)CC(OC(=O)C3CCCCN3C(=O)C(=O)C1(O2)O)C(C)CC4CCC(C(C4)OC)OCCO)C)C)O)OC)C)C)C)OC. Cell line: HCT-15. Synergy scores: CSS=9.04, Synergy_ZIP=-5.42, Synergy_Bliss=0.607, Synergy_Loewe=-20.6, Synergy_HSA=-1.55.